The task is: Predict which catalyst facilitates the given reaction.. This data is from Catalyst prediction with 721,799 reactions and 888 catalyst types from USPTO. (1) Product: [Cl:1][C:2]1[CH:3]=[C:4]([NH:17][C:18]2[C:19]3[C:20](=[CH:24][N:25]([C:27]4[CH:28]=[CH:29][C:30]([CH2:31][NH:42][CH2:41][CH2:40][S:37]([CH3:36])(=[O:39])=[O:38])=[CH:33][CH:34]=4)[N:26]=3)[N:21]=[CH:22][N:23]=2)[CH:5]=[CH:6][C:7]=1[O:8][CH2:9][C:10]1[CH:15]=[CH:14][CH:13]=[C:12]([F:16])[CH:11]=1. The catalyst class is: 875. Reactant: [Cl:1][C:2]1[CH:3]=[C:4]([NH:17][C:18]2[C:19]3[C:20](=[CH:24][N:25]([C:27]4[CH:34]=[CH:33][C:30]([CH:31]=O)=[CH:29][CH:28]=4)[N:26]=3)[N:21]=[CH:22][N:23]=2)[CH:5]=[CH:6][C:7]=1[O:8][CH2:9][C:10]1[CH:15]=[CH:14][CH:13]=[C:12]([F:16])[CH:11]=1.Cl.[CH3:36][S:37]([CH2:40][CH2:41][NH2:42])(=[O:39])=[O:38].C(O[BH-](OC(=O)C)OC(=O)C)(=O)C.[Na+].C(=O)([O-])O.[Na+]. (2) Reactant: C([O-])([O-])=O.[K+].[K+].[C:7]1([OH:13])[CH:12]=[CH:11][CH:10]=[CH:9][CH:8]=1.C1OCCOCCOCCOCCOCCOC1.C(OC([N:39]1[C:48]2[C:43](=[CH:44][CH:45]=[C:46]([C:49]3[S:50][C:51]([CH2:59][CH2:60][CH2:61]I)=[C:52]([C:54]([O:56][CH2:57][CH3:58])=[O:55])[N:53]=3)[CH:47]=2)[CH2:42][CH2:41][CH2:40]1)=O)(C)(C)C.[H-].[Na+]. Product: [O:13]([CH2:61][CH2:60][CH2:59][C:51]1[S:50][C:49]([C:46]2[CH:47]=[C:48]3[C:43]([CH2:42][CH2:41][CH2:40][NH:39]3)=[CH:44][CH:45]=2)=[N:53][C:52]=1[C:54]([O:56][CH2:57][CH3:58])=[O:55])[C:7]1[CH:12]=[CH:11][CH:10]=[CH:9][CH:8]=1. The catalyst class is: 31. (3) Reactant: [Br:1][C:2]1[CH:7]=[CH:6][CH:5]=[C:4](Br)[N:3]=1.[NH2:9][NH2:10]. Product: [Br:1][C:2]1[N:3]=[C:4]([NH:9][NH2:10])[CH:5]=[CH:6][CH:7]=1. The catalyst class is: 51.